From a dataset of Reaction yield outcomes from USPTO patents with 853,638 reactions. Predict the reaction yield, written as a fraction of the theoretical maximum amount of product (1.0 means a 100% yield; for example, 0.34 means a 34% yield). The reactants are [CH3:1][O:2][C:3]1[CH:4]=[C:5]([CH:9]=[CH:10][CH:11]=1)[C:6]([NH2:8])=[O:7].Cl[CH2:13][C:14]([C:16]([F:19])([F:18])[F:17])=[O:15].ClCCl. The catalyst is C1(C)C=CC=CC=1. The product is [CH3:1][O:2][C:3]1[CH:4]=[C:5]([CH:9]=[CH:10][CH:11]=1)[C:6]([NH:8][CH2:13][C:14](=[O:15])[C:16]([F:19])([F:18])[F:17])=[O:7]. The yield is 0.795.